This data is from Reaction yield outcomes from USPTO patents with 853,638 reactions. The task is: Predict the reaction yield, written as a fraction of the theoretical maximum amount of product (1.0 means a 100% yield; for example, 0.34 means a 34% yield). The reactants are [C:1](OC=C)(=[O:3])[CH3:2].CCCC[Sn](Cl)(O[Sn](Cl)(CCCC)CCCC)CCCC.[C:28]([O:31][CH2:32][C:33]1[CH:34]=[CH:35][C:36]([CH2:40][C:41]2[CH:46]=[CH:45][C:44](OC)=[CH:43][CH:42]=2)=[C:37]([OH:39])[CH:38]=1)(=[O:30])[CH3:29]. The catalyst is O1CCCC1. The product is [C:28]([O:31][CH2:32][C:33]1[CH:34]=[CH:35][C:36]([CH2:40][C:41]2[CH:42]=[CH:43][C:44]([C:1](=[O:3])[CH3:2])=[CH:45][CH:46]=2)=[C:37]([OH:39])[CH:38]=1)(=[O:30])[CH3:29]. The yield is 0.870.